This data is from Forward reaction prediction with 1.9M reactions from USPTO patents (1976-2016). The task is: Predict the product of the given reaction. (1) Given the reactants COC[C@H](N[C:9]([O:11][CH3:12])=[O:10])C(O)=O.[NH2:13][C@@H:14]([C@H:18]([O:20][C:21]([CH3:24])([CH3:23])[CH3:22])[CH3:19])[C:15]([OH:17])=[O:16], predict the reaction product. The product is: [C:21]([O:20][C@H:18]([CH3:19])[C@H:14]([NH:13][C:9]([O:11][CH3:12])=[O:10])[C:15]([OH:17])=[O:16])([CH3:23])([CH3:22])[CH3:24]. (2) The product is: [F:19][C:15]1[CH:14]=[C:13]([C:12]#[C:11][C:8]2[CH:9]=[CH:10][C:5]([C:3]([OH:4])=[O:2])=[N:6][CH:7]=2)[CH:18]=[CH:17][CH:16]=1. Given the reactants C[O:2][C:3]([C:5]1[CH:10]=[CH:9][C:8]([C:11]#[C:12][C:13]2[CH:18]=[CH:17][CH:16]=[C:15]([F:19])[CH:14]=2)=[CH:7][N:6]=1)=[O:4].O.[Li+].[OH-].Cl, predict the reaction product. (3) Given the reactants Cl[C:2]1[CH:3]=[C:4]([NH:10][C:11]2[CH:15]=[C:14]([CH3:16])[N:13]([CH3:17])[N:12]=2)[C:5](=[O:9])[N:6]([CH3:8])[N:7]=1.[C:18]([O:21][CH2:22][C:23]1[C:24]([N:38]2[N:47]=[CH:46][C:45]3[C:40](=[C:41]([F:52])[CH:42]=[C:43]([C:48]([CH3:51])([CH3:50])[CH3:49])[CH:44]=3)[C:39]2=[O:53])=[N:25][CH:26]=[CH:27][C:28]=1B1OC(C)(C)C(C)(C)O1)(=[O:20])[CH3:19].[O-]P([O-])([O-])=O.[K+].[K+].[K+].C([O-])(=O)C.[Na+], predict the reaction product. The product is: [C:18]([O:21][CH2:22][C:23]1[C:24]([N:38]2[N:47]=[CH:46][C:45]3[C:40](=[C:41]([F:52])[CH:42]=[C:43]([C:48]([CH3:50])([CH3:49])[CH3:51])[CH:44]=3)[C:39]2=[O:53])=[N:25][CH:26]=[CH:27][C:28]=1[C:2]1[CH:3]=[C:4]([NH:10][C:11]2[CH:15]=[C:14]([CH3:16])[N:13]([CH3:17])[N:12]=2)[C:5](=[O:9])[N:6]([CH3:8])[N:7]=1)(=[O:20])[CH3:19]. (4) Given the reactants [N+:1]([C:4]1[CH:5]=[C:6]([C:13]([N:15]2[CH2:20][CH2:19][O:18][CH2:17][CH2:16]2)=O)[CH:7]=[CH:8][C:9]=1[N+:10]([O-])=O)([O-])=O, predict the reaction product. The product is: [N:15]1([C:13]2[C:8]([CH3:7])=[C:9]([NH2:10])[C:4]([NH2:1])=[CH:5][CH:6]=2)[CH2:16][CH2:17][O:18][CH2:19][CH2:20]1. (5) The product is: [Br:13][C:14]1[CH:19]=[CH:18][CH:17]=[CH:16][C:15]=1[O:9][CH:7]1[CH2:8][N:2]([CH3:1])[CH2:3][CH2:4][C:5]2[S:12][CH:11]=[CH:10][C:6]1=2. Given the reactants [CH3:1][N:2]1[CH2:8][CH:7]([OH:9])[C:6]2[CH:10]=[CH:11][S:12][C:5]=2[CH2:4][CH2:3]1.[Br:13][C:14]1[CH:19]=[CH:18][CH:17]=[CH:16][C:15]=1F, predict the reaction product. (6) Given the reactants [N:1]1([C:6]2[CH:11]=[CH:10][C:9]([C:12]3[N:35](S(C4C=CC=CC=4)(=O)=O)[C:15]4=[N:16][CH:17]=[CH:18][C:19]([C:20]5[CH:21]=[CH:22][C:23]([O:28][CH:29]6[CH2:34][CH2:33][O:32][CH2:31][CH2:30]6)=[C:24]([CH:27]=5)[C:25]#[N:26])=[C:14]4[CH:13]=3)=[CH:8][CH:7]=2)[CH:5]=[CH:4][CH:3]=[N:2]1.C(=O)([O-])[O-].[Cs+].[Cs+].O, predict the reaction product. The product is: [N:1]1([C:6]2[CH:11]=[CH:10][C:9]([C:12]3[NH:35][C:15]4=[N:16][CH:17]=[CH:18][C:19]([C:20]5[CH:21]=[CH:22][C:23]([O:28][CH:29]6[CH2:34][CH2:33][O:32][CH2:31][CH2:30]6)=[C:24]([CH:27]=5)[C:25]#[N:26])=[C:14]4[CH:13]=3)=[CH:8][CH:7]=2)[CH:5]=[CH:4][CH:3]=[N:2]1. (7) Given the reactants O=[C:2]([C:27]1[CH:32]=[CH:31][N:30]=[C:29]([C:33]([F:36])([F:35])[F:34])[CH:28]=1)[CH2:3][C@H:4]([C:12]1[CH:17]=[CH:16][C:15]([C:18]2[CH:23]=[CH:22][C:21]([C:24]([OH:26])=[O:25])=[CH:20][CH:19]=2)=[CH:14][CH:13]=1)[C:5]1[CH:10]=[CH:9][CH:8]=[CH:7][C:6]=1[CH3:11].Cl.[NH2:38][OH:39].C(=O)([O-])O.[Na+], predict the reaction product. The product is: [OH:39]/[N:38]=[C:2](/[C:27]1[CH:32]=[CH:31][N:30]=[C:29]([C:33]([F:35])([F:34])[F:36])[CH:28]=1)\[CH2:3][C@H:4]([C:12]1[CH:17]=[CH:16][C:15]([C:18]2[CH:19]=[CH:20][C:21]([C:24]([OH:26])=[O:25])=[CH:22][CH:23]=2)=[CH:14][CH:13]=1)[C:5]1[CH:10]=[CH:9][CH:8]=[CH:7][C:6]=1[CH3:11]. (8) Given the reactants Cl.Cl.[NH2:3][C:4]1[CH:9]=[C:8]([NH2:10])[C:7]([OH:11])=[CH:6][C:5]=1[OH:12].[C:13]([OH:24])(=[O:23])[C:14]1[CH:22]=[CH:21][C:17]([C:18]([OH:20])=[O:19])=[CH:16][CH:15]=1.C([O-])(=O)C1C=CC(C([O-])=O)=CC=1.[Na+].[Na+], predict the reaction product. The product is: [NH2:3][C:4]1[CH:9]=[C:8]([NH2:10])[C:7]([OH:11])=[CH:6][C:5]=1[OH:12].[C:13]([O-:24])(=[O:23])[C:14]1[CH:22]=[CH:21][C:17]([C:18]([O-:20])=[O:19])=[CH:16][CH:15]=1. (9) Given the reactants [F-].[Cs+].[CH3:3][C:4]1[C:5]([N:10]([C:24](=[O:40])[C:25]2[CH:30]=[CH:29][C:28](B3OC(C)(C)C(C)(C)O3)=[CH:27][CH:26]=2)[C@@H:11]2[CH2:16][CH2:15][CH2:14][N:13]([C:17]([O:19][C:20]([CH3:23])([CH3:22])[CH3:21])=[O:18])[CH2:12]2)=[N:6][CH:7]=[CH:8][CH:9]=1.[C:41](=[O:60])([O:45][C@H:46]([N:48]1[N:52]=[N:51][C:50]([C:53]2[N:57]([CH3:58])[N:56]=[CH:55][C:54]=2I)=[N:49]1)[CH3:47])[O:42][CH2:43][CH3:44].[Cl-].[NH4+], predict the reaction product. The product is: [CH2:43]([O:42][C:41]([O:45][C@H:46]([N:48]1[N:52]=[N:51][C:50]([C:53]2[N:57]([CH3:58])[N:56]=[CH:55][C:54]=2[C:28]2[CH:29]=[CH:30][C:25]([C:24]([N:10]([C:5]3[C:4]([CH3:3])=[CH:9][CH:8]=[CH:7][N:6]=3)[C@@H:11]3[CH2:16][CH2:15][CH2:14][N:13]([C:17]([O:19][C:20]([CH3:23])([CH3:22])[CH3:21])=[O:18])[CH2:12]3)=[O:40])=[CH:26][CH:27]=2)=[N:49]1)[CH3:47])=[O:60])[CH3:44].